From a dataset of Full USPTO retrosynthesis dataset with 1.9M reactions from patents (1976-2016). Predict the reactants needed to synthesize the given product. Given the product [CH2:1]([O:3][C:4]([C:6]1[C:12]2[NH:13][C:14]3[CH:15]=[CH:16][CH:17]=[CH:18][C:19]=3[C:11]=2[CH2:10][CH2:9][N:8]([S:27]([C:24]2[CH:25]=[CH:26][C:21]([CH3:20])=[C:22]([N+:31]([O-:33])=[O:32])[CH:23]=2)(=[O:28])=[O:29])[CH:7]=1)=[O:5])[CH3:2], predict the reactants needed to synthesize it. The reactants are: [CH2:1]([O:3][C:4]([C:6]1[C:12]2[NH:13][C:14]3[CH:15]=[CH:16][CH:17]=[CH:18][C:19]=3[C:11]=2[CH2:10][CH2:9][NH:8][CH:7]=1)=[O:5])[CH3:2].[CH3:20][C:21]1[CH:26]=[CH:25][C:24]([S:27](Cl)(=[O:29])=[O:28])=[CH:23][C:22]=1[N+:31]([O-:33])=[O:32].